This data is from Forward reaction prediction with 1.9M reactions from USPTO patents (1976-2016). The task is: Predict the product of the given reaction. (1) Given the reactants [OH:1][C:2]1[CH:7]=[CH:6][C:5]([CH2:8][C:9]#[N:10])=[CH:4][CH:3]=1.[O:11]([CH2:18][CH:19]1[CH2:21][O:20]1)[C:12]1[CH:17]=[CH:16][CH:15]=[CH:14][CH:13]=1.N12CCN(CC1)CC2.Cl, predict the reaction product. The product is: [OH:20][CH:19]([CH2:18][O:11][C:12]1[CH:17]=[CH:16][CH:15]=[CH:14][CH:13]=1)[CH2:21][O:1][C:2]1[CH:7]=[CH:6][C:5]([CH2:8][C:9]#[N:10])=[CH:4][CH:3]=1. (2) Given the reactants Br[CH2:2][CH2:3][O:4][C:5]1[CH:10]=[CH:9][C:8]([NH:11][C:12](=[O:21])[C:13]2[CH:18]=[CH:17][C:16]([F:19])=[CH:15][C:14]=2[F:20])=[CH:7][C:6]=1[C:22]1[N:23]([CH3:27])[N:24]=[CH:25][CH:26]=1.C(N(CC)C(C)C)(C)C.[NH2:37][CH:38]1[CH2:43][CH2:42][O:41][CH2:40][CH2:39]1, predict the reaction product. The product is: [F:20][C:14]1[CH:15]=[C:16]([F:19])[CH:17]=[CH:18][C:13]=1[C:12]([NH:11][C:8]1[CH:9]=[CH:10][C:5]([O:4][CH2:3][CH2:2][NH:37][CH:38]2[CH2:43][CH2:42][O:41][CH2:40][CH2:39]2)=[C:6]([C:22]2[N:23]([CH3:27])[N:24]=[CH:25][CH:26]=2)[CH:7]=1)=[O:21]. (3) Given the reactants O.NN.[N+:4]([C:7]1[CH:8]=[C:9]([CH2:16][N:17]2[CH2:22][CH2:21][N:20]([C:23]([O:25][C:26]([CH3:29])([CH3:28])[CH3:27])=[O:24])[CH2:19][CH2:18]2)[C:10]2[O:14][CH:13]=[CH:12][C:11]=2[CH:15]=1)([O-])=O, predict the reaction product. The product is: [C:26]([O:25][C:23]([N:20]1[CH2:19][CH2:18][N:17]([CH2:16][C:9]2[C:10]3[O:14][CH:13]=[CH:12][C:11]=3[CH:15]=[C:7]([NH2:4])[CH:8]=2)[CH2:22][CH2:21]1)=[O:24])([CH3:29])([CH3:27])[CH3:28]. (4) Given the reactants [C:1]1(=[O:7])[CH2:6][CH2:5][CH2:4][CH2:3][CH2:2]1.[NH2:8][C:9]([CH3:13])([CH3:12])[CH2:10]O, predict the reaction product. The product is: [CH3:10][C:9]1([CH3:13])[NH:8][C:1]2([CH2:6][CH2:5][CH2:4][CH2:3][CH2:2]2)[O:7][CH2:12]1. (5) Given the reactants C([O:3][CH:4](OCC)[C:5]1[N:29]([CH:30]([CH2:33][CH3:34])[CH2:31][CH3:32])[C:8]2[N:9]=[C:10]([NH:13][C:14]3[CH:19]=[CH:18][C:17]([N:20]4[CH2:25][CH2:24][N:23]([C:26](=[O:28])[CH3:27])[CH2:22][CH2:21]4)=[CH:16][CH:15]=3)[N:11]=[CH:12][C:7]=2[CH:6]=1)C.Cl.[OH-].[Na+].C([O-])(O)=O.[Na+], predict the reaction product. The product is: [C:26]([N:23]1[CH2:24][CH2:25][N:20]([C:17]2[CH:18]=[CH:19][C:14]([NH:13][C:10]3[N:11]=[CH:12][C:7]4[CH:6]=[C:5]([CH:4]=[O:3])[N:29]([CH:30]([CH2:31][CH3:32])[CH2:33][CH3:34])[C:8]=4[N:9]=3)=[CH:15][CH:16]=2)[CH2:21][CH2:22]1)(=[O:28])[CH3:27]. (6) Given the reactants [Br:1][C:2]1[CH:7]=[N:6][CH:5]=[C:4]2[NH:8][CH:9]=[CH:10][C:3]=12.ClC1C=C(C=CC=1)C(OO)=O.C(O)(=O)C1C=CC=CC=1.C[Si]([C:35]#[N:36])(C)C, predict the reaction product. The product is: [Br:1][C:2]1[CH:7]=[N:6][C:5]([C:35]#[N:36])=[C:4]2[NH:8][CH:9]=[CH:10][C:3]=12. (7) Given the reactants [F:1][CH:2]([F:30])[C:3]1[C:11]2[C:6](=[CH:7][C:8]([Br:12])=[CH:9][CH:10]=2)[N:5]([S:13]([C:16]2[CH:21]=[CH:20][C:19]([O:22][CH3:23])=[C:18]([N:24]3[CH2:29][CH2:28][NH:27][CH2:26][CH2:25]3)[CH:17]=2)(=[O:15])=[O:14])[CH:4]=1.[C:31]([BH3-])#N.[Na+].C=O, predict the reaction product. The product is: [F:30][CH:2]([F:1])[C:3]1[C:11]2[C:6](=[CH:7][C:8]([Br:12])=[CH:9][CH:10]=2)[N:5]([S:13]([C:16]2[CH:21]=[CH:20][C:19]([O:22][CH3:23])=[C:18]([N:24]3[CH2:29][CH2:28][N:27]([CH3:31])[CH2:26][CH2:25]3)[CH:17]=2)(=[O:15])=[O:14])[CH:4]=1. (8) Given the reactants [NH2:1][C:2]1[CH:3]=[CH:4][C:5]([O:19][C:20]2[C:25]([F:26])=[CH:24][C:23]([F:27])=[CH:22][C:21]=2[F:28])=[C:6]([C:8]2[C:9]3[CH:18]=[CH:17][NH:16][C:10]=3[C:11](=[O:15])[N:12]([CH3:14])[CH:13]=2)[CH:7]=1.C(N(CC)CC)C.[CH3:36][NH:37][S:38](Cl)(=[O:40])=[O:39].[OH-].[Na+].[Cl-].[NH4+], predict the reaction product. The product is: [CH3:36][NH:37][S:38](=[O:40])(=[O:39])[NH:1][C:2]1[CH:3]=[CH:4][C:5]([O:19][C:20]2[C:25]([F:26])=[CH:24][C:23]([F:27])=[CH:22][C:21]=2[F:28])=[C:6]([C:8]2[C:9]3[CH:18]=[CH:17][NH:16][C:10]=3[C:11](=[O:15])[N:12]([CH3:14])[CH:13]=2)[CH:7]=1.